The task is: Predict the product of the given reaction.. This data is from Forward reaction prediction with 1.9M reactions from USPTO patents (1976-2016). (1) Given the reactants [CH3:1][S:2](Cl)(=[O:4])=[O:3].[NH2:6][C:7]1[CH:8]=[C:9]([CH:13]2[C:22]([CH3:24])([CH3:23])[CH2:21][C:20]3[C:15](=[CH:16][CH:17]=[C:18]([C:25]([OH:27])=[O:26])[CH:19]=3)[NH:14]2)[CH:10]=[CH:11][CH:12]=1, predict the reaction product. The product is: [CH3:23][C:22]1([CH3:24])[CH2:21][C:20]2[C:15](=[CH:16][CH:17]=[C:18]([C:25]([OH:27])=[O:26])[CH:19]=2)[NH:14][CH:13]1[C:9]1[CH:10]=[CH:11][CH:12]=[C:7]([NH:6][S:2]([CH3:1])(=[O:4])=[O:3])[CH:8]=1. (2) Given the reactants [NH2:1][C:2]1[CH:3]=[C:4]([CH:10]=[CH:11][CH:12]=1)[C:5]([O:7][CH2:8][CH3:9])=[O:6].Br[CH2:14][C:15]([CH3:17])=[CH2:16].C(=O)([O-])[O-].[Na+].[Na+].O, predict the reaction product. The product is: [CH3:14][C:15](=[CH2:16])[CH2:17][N:1]([CH2:5][C:4]([CH3:10])=[CH2:3])[C:2]1[CH:3]=[C:4]([CH:10]=[CH:11][CH:12]=1)[C:5]([O:7][CH2:8][CH3:9])=[O:6]. (3) Given the reactants I[C:2]1[CH:7]=[CH:6][N:5]=[C:4]([O:8][CH3:9])[CH:3]=1.[Cl:10][C:11]1[C:16](B(O)O)=[CH:15][CH:14]=[CH:13][N:12]=1.C([O-])([O-])=O.[Na+].[Na+].P(C(C)(C)C)(C(C)(C)C)C(C)(C)C.[H+].[B-](F)(F)(F)F, predict the reaction product. The product is: [Cl:10][C:11]1[C:16]([C:2]2[CH:7]=[CH:6][N:5]=[C:4]([O:8][CH3:9])[CH:3]=2)=[CH:15][CH:14]=[CH:13][N:12]=1. (4) Given the reactants [C:1]([O:6][CH2:7][CH2:8][CH2:9][CH2:10][CH2:11][CH2:12][O:13][C:14]1[CH:59]=[CH:58][C:17]([C:18]([O:20][C:21]2[CH:22]=[CH:23][C:24]([O:42][C:43](=[O:57])[C:44]3[CH:49]=[CH:48][C:47]([O:50]C4CCCCO4)=[CH:46][CH:45]=3)=[C:25]([CH:41]=2)[C:26]([O:28][CH2:29][CH2:30][CH2:31][CH2:32][CH2:33][CH2:34][O:35][C:36](=[O:40])[C:37]([CH3:39])=[CH2:38])=[O:27])=[O:19])=[CH:16][CH:15]=1)(=[O:5])[C:2]([CH3:4])=[CH2:3], predict the reaction product. The product is: [OH:50][C:47]1[CH:46]=[CH:45][C:44]([C:43]([O:42][C:24]2[CH:23]=[CH:22][C:21]([O:20][C:18](=[O:19])[C:17]3[CH:58]=[CH:59][C:14]([O:13][CH2:12][CH2:11][CH2:10][CH2:9][CH2:8][CH2:7][O:6][C:1](=[O:5])[C:2]([CH3:4])=[CH2:3])=[CH:15][CH:16]=3)=[CH:41][C:25]=2[C:26]([O:28][CH2:29][CH2:30][CH2:31][CH2:32][CH2:33][CH2:34][O:35][C:36](=[O:40])[C:37]([CH3:39])=[CH2:38])=[O:27])=[O:57])=[CH:49][CH:48]=1. (5) Given the reactants [C:1]1(=[O:8])[CH2:6][CH2:5][CH2:4][C:3](=O)[CH2:2]1.Cl[CH2:10][C:11](=O)[CH3:12].C([O-])(=O)C.[NH4+:18].[OH-].[Na+], predict the reaction product. The product is: [O:8]=[C:1]1[CH2:6][CH2:5][CH2:4][C:3]2[NH:18][C:11]([CH3:12])=[CH:10][C:2]1=2. (6) Given the reactants C([O:3][C:4](=[O:18])[CH2:5][O:6][C:7]1[C:15]2[C:10](=[N:11][CH:12]=[CH:13][CH:14]=2)[S:9][C:8]=1[C:16]#[N:17])C.O.O[Li].O, predict the reaction product. The product is: [C:16]([C:8]1[S:9][C:10]2=[N:11][CH:12]=[CH:13][CH:14]=[C:15]2[C:7]=1[O:6][CH2:5][C:4]([OH:18])=[O:3])#[N:17]. (7) Given the reactants [CH3:1][C:2]1[C:10]2[C:5](=[CH:6][CH:7]=[C:8]([C:11]#[N:12])[CH:9]=2)[NH:4][CH:3]=1, predict the reaction product. The product is: [CH3:1][C:2]1[C:10]2[C:5](=[CH:6][CH:7]=[C:8]([CH2:11][NH2:12])[CH:9]=2)[NH:4][CH:3]=1. (8) Given the reactants [Br:1][C:2]1[CH:7]=[CH:6][C:5]([C:8]2([C:12](=O)[CH3:13])[CH2:11][CH2:10][CH2:9]2)=[CH:4][CH:3]=1.BrC1C=CC(C2(C(=O)CCCCCCCC)CC2)=CC=1.O.NN.[OH-].[K+], predict the reaction product. The product is: [Br:1][C:2]1[CH:7]=[CH:6][C:5]([C:8]2([CH2:12][CH3:13])[CH2:11][CH2:10][CH2:9]2)=[CH:4][CH:3]=1. (9) Given the reactants [H-].[Na+].[C:3]1([OH:9])[CH:8]=[CH:7][CH:6]=[CH:5][CH:4]=1.[F:10][C:11]([F:37])([F:36])[C:12]([NH:14][C@H:15]([CH3:35])[CH2:16][C:17]1[CH:22]=[CH:21][C:20]([S:23]([C:26]2[CH:31]=[CH:30][C:29](F)=[CH:28][C:27]=2[CH:33]=[O:34])(=[O:25])=[O:24])=[CH:19][CH:18]=1)=[O:13].O, predict the reaction product. The product is: [F:10][C:11]([F:36])([F:37])[C:12]([NH:14][C@H:15]([CH3:35])[CH2:16][C:17]1[CH:22]=[CH:21][C:20]([S:23]([C:26]2[CH:31]=[CH:30][C:29]([O:9][C:3]3[CH:8]=[CH:7][CH:6]=[CH:5][CH:4]=3)=[CH:28][C:27]=2[CH:33]=[O:34])(=[O:25])=[O:24])=[CH:19][CH:18]=1)=[O:13].